From a dataset of Full USPTO retrosynthesis dataset with 1.9M reactions from patents (1976-2016). Predict the reactants needed to synthesize the given product. (1) Given the product [C:5]([C:4]1[CH:3]=[C:2]([NH:1][C:15]2[CH:16]=[C:17]([NH:26][CH2:27][CH2:28][O:29][CH3:30])[C:18]3[N:19]([C:21]([C:24]#[N:25])=[CH:22][N:23]=3)[N:20]=2)[CH:9]=[C:8]([C:10]([F:11])([F:12])[F:13])[CH:7]=1)#[N:6], predict the reactants needed to synthesize it. The reactants are: [NH2:1][C:2]1[CH:3]=[C:4]([CH:7]=[C:8]([C:10]([F:13])([F:12])[F:11])[CH:9]=1)[C:5]#[N:6].Cl[C:15]1[CH:16]=[C:17]([N:26](CC2C=CC(OC)=CC=2)[CH2:27][CH2:28][O:29][CH3:30])[C:18]2[N:19]([C:21]([C:24]#[N:25])=[CH:22][N:23]=2)[N:20]=1.C(=O)([O-])[O-].[Cs+].[Cs+].CC1(C)C2C(=C(P(C3C=CC=CC=3)C3C=CC=CC=3)C=CC=2)OC2C(P(C3C=CC=CC=3)C3C=CC=CC=3)=CC=CC1=2.C([SiH](CC)CC)C.C(O)(C(F)(F)F)=O.Cl.CC#N. (2) Given the product [N:12]1[C:21]2[C:16](=[CH:17][CH:18]=[CH:19][CH:20]=2)[CH:15]=[C:14]([C:22]([O:11][C:1]23[CH2:8][CH:7]4[CH2:6][CH:5]([CH2:4][CH:3]([CH2:9]4)[CH2:2]2)[CH2:10]3)=[O:23])[CH:13]=1, predict the reactants needed to synthesize it. The reactants are: [C:1]12([OH:11])[CH2:10][CH:5]3[CH2:6][CH:7]([CH2:9][CH:3]([CH2:4]3)[CH2:2]1)[CH2:8]2.[N:12]1[C:21]2[C:16](=[CH:17][CH:18]=[CH:19][CH:20]=2)[CH:15]=[C:14]([C:22](O)=[O:23])[CH:13]=1.CN(C1C=CC=CN=1)C.C1(N=C=NC2CCCCC2)CCCCC1. (3) Given the product [NH2:15][CH2:14][CH2:13][CH2:12][CH2:11][N:10]1[C:6]2[CH:5]=[CH:4][N:3]=[C:2]([NH2:1])[C:7]=2[N:8]=[C:9]1[S:26][C:27]1[C:35]([I:36])=[CH:34][C:30]2[O:31][CH2:32][O:33][C:29]=2[CH:28]=1, predict the reactants needed to synthesize it. The reactants are: [NH2:1][C:2]1[C:7]2[N:8]=[C:9]([S:26][C:27]3[C:35]([I:36])=[CH:34][C:30]4[O:31][CH2:32][O:33][C:29]=4[CH:28]=3)[N:10]([CH2:11][CH2:12][CH2:13][CH2:14][N:15]3C(=O)C4C(=CC=CC=4)C3=O)[C:6]=2[CH:5]=[CH:4][N:3]=1. (4) Given the product [CH2:20]([N:27]([C@@H:28]([CH2:31][C:32]1[CH:33]=[CH:34][C:35]([N+:38]([O-:40])=[O:39])=[CH:36][CH:37]=1)[CH2:29][OH:30])[CH2:17][C@H:15]([OH:16])[CH2:14][O:13][C:12]1[CH:18]=[CH:19][C:9]([O:8][CH2:1][C:2]2[CH:7]=[CH:6][CH:5]=[CH:4][CH:3]=2)=[CH:10][CH:11]=1)[C:21]1[CH:22]=[CH:23][CH:24]=[CH:25][CH:26]=1, predict the reactants needed to synthesize it. The reactants are: [CH2:1]([O:8][C:9]1[CH:19]=[CH:18][C:12]([O:13][CH2:14][C@@H:15]2[CH2:17][O:16]2)=[CH:11][CH:10]=1)[C:2]1[CH:7]=[CH:6][CH:5]=[CH:4][CH:3]=1.[CH2:20]([NH:27][C@@H:28]([CH2:31][C:32]1[CH:37]=[CH:36][C:35]([N+:38]([O-:40])=[O:39])=[CH:34][CH:33]=1)[CH2:29][OH:30])[C:21]1[CH:26]=[CH:25][CH:24]=[CH:23][CH:22]=1. (5) The reactants are: [Br:1][C:2]1[C:10]2[C:5](=[CH:6][C:7]([C:11]([O:13][CH3:14])=[O:12])=[CH:8][CH:9]=2)[NH:4][N:3]=1.C(C1C2C(=CC=CC=2)N([CH2:27][C:28]([O:30][C:31]([CH3:34])([CH3:33])[CH3:32])=[O:29])N=1)(=O)C. Given the product [Br:1][C:2]1[C:10]2[C:5](=[CH:6][C:7]([C:11]([O:13][CH3:14])=[O:12])=[CH:8][CH:9]=2)[N:4]([CH2:27][C:28]([O:30][C:31]([CH3:34])([CH3:33])[CH3:32])=[O:29])[N:3]=1, predict the reactants needed to synthesize it. (6) Given the product [CH2:1]([NH:8][C:22]([CH2:21][O:20][C:17]1[CH:16]=[CH:15][C:14]([CH2:13][C:12]([O:26][CH3:27])([CH3:25])[C:11]([OH:28])=[O:10])=[CH:19][CH:18]=1)=[O:23])[CH2:2][CH2:3][CH2:4][CH2:5][CH2:6][CH3:7], predict the reactants needed to synthesize it. The reactants are: [CH2:1]([NH2:8])[CH2:2][CH2:3][CH2:4][CH2:5][CH2:6][CH3:7].C[O:10][C:11](=[O:28])[C:12]([O:26][CH3:27])([CH3:25])[CH2:13][C:14]1[CH:19]=[CH:18][C:17]([O:20][CH2:21][C:22](O)=[O:23])=[CH:16][CH:15]=1.C(O[C@@H](CC1C=CC(O[C@@H](C(=O)NCCC2C=CC(OC3C=CC=CC=3)=CC=2)C)=CC=1)C(O)=O)C. (7) The reactants are: C(N(CC)CC)C.[CH3:8][C:9]1[NH:13][N:12]=[C:11]([O:14][C:15]2[CH:20]=[CH:19][CH:18]=[CH:17][CH:16]=2)[CH:10]=1.[CH2:21]([N:23]=[C:24]=[O:25])[CH3:22].Cl. Given the product [CH2:21]([NH:23][C:24]([N:13]1[C:9]([CH3:8])=[CH:10][C:11]([O:14][C:15]2[CH:16]=[CH:17][CH:18]=[CH:19][CH:20]=2)=[N:12]1)=[O:25])[CH3:22], predict the reactants needed to synthesize it.